This data is from Catalyst prediction with 721,799 reactions and 888 catalyst types from USPTO. The task is: Predict which catalyst facilitates the given reaction. (1) Reactant: [C:1]([O:5][C:6]([N:8]1[CH2:13][CH2:12][CH2:11][C:10]([NH:21]C(OCC2C3C=CC=CC=3C3C2=CC=CC=3)=O)([C:14]([N:16]2[CH2:20][CH2:19][CH2:18][CH2:17]2)=[O:15])[CH2:9]1)=[O:7])([CH3:4])([CH3:3])[CH3:2].C(NCC)C. Product: [C:1]([O:5][C:6]([N:8]1[CH2:13][CH2:12][CH2:11][C:10]([NH2:21])([C:14]([N:16]2[CH2:17][CH2:18][CH2:19][CH2:20]2)=[O:15])[CH2:9]1)=[O:7])([CH3:4])([CH3:2])[CH3:3]. The catalyst class is: 7. (2) Reactant: [CH3:1][O:2][C:3](=[O:35])[CH2:4][C@H:5]1[C:9]2[CH:10]=[CH:11][C:12]([O:14][C@H:15]3[C:23]4[C:18](=[C:19]([O:25][C:26]5[CH:31]=[CH:30][C:29](Br)=[CH:28][C:27]=5[C:33]#[N:34])[CH:20]=[CH:21][C:22]=4[F:24])[CH2:17][CH2:16]3)=[CH:13][C:8]=2[O:7][CH2:6]1.[CH3:36][N:37]1[C:41](B2OC(C)(C)C(C)(C)O2)=[CH:40][CH:39]=[N:38]1.[O-]P([O-])([O-])=O.[K+].[K+].[K+].C1(C)C=CC=CC=1. Product: [CH3:1][O:2][C:3](=[O:35])[CH2:4][C@H:5]1[C:9]2[CH:10]=[CH:11][C:12]([O:14][C@H:15]3[C:23]4[C:18](=[C:19]([O:25][C:26]5[CH:31]=[CH:30][C:29]([C:41]6[N:37]([CH3:36])[N:38]=[CH:39][CH:40]=6)=[CH:28][C:27]=5[C:33]#[N:34])[CH:20]=[CH:21][C:22]=4[F:24])[CH2:17][CH2:16]3)=[CH:13][C:8]=2[O:7][CH2:6]1. The catalyst class is: 6. (3) Reactant: [Cl:1][C:2]1[CH:45]=[CH:44][C:5]([CH2:6][C@@H:7]([NH:28][CH:29]2[CH2:34][CH2:33][N:32]([C:35]([NH:37][C:38]3[CH:43]=[CH:42][CH:41]=[CH:40][CH:39]=3)=[O:36])[CH2:31][CH2:30]2)[C:8]([N:10]2[CH2:15][CH2:14][C:13]([CH:22]3[CH2:27][CH2:26][CH2:25][CH2:24][CH2:23]3)([CH2:16][N:17]3[CH:21]=[N:20][CH:19]=[N:18]3)[CH2:12][CH2:11]2)=[O:9])=[CH:4][CH:3]=1.Cl. Product: [ClH:1].[Cl:1][C:2]1[CH:3]=[CH:4][C:5]([CH2:6][C@@H:7]([NH:28][CH:29]2[CH2:30][CH2:31][N:32]([C:35]([NH:37][C:38]3[CH:39]=[CH:40][CH:41]=[CH:42][CH:43]=3)=[O:36])[CH2:33][CH2:34]2)[C:8]([N:10]2[CH2:11][CH2:12][C:13]([CH:22]3[CH2:27][CH2:26][CH2:25][CH2:24][CH2:23]3)([CH2:16][N:17]3[CH:21]=[N:20][CH:19]=[N:18]3)[CH2:14][CH2:15]2)=[O:9])=[CH:44][CH:45]=1. The catalyst class is: 698. (4) Reactant: [CH3:1][O:2][C:3]1[CH:4]=[C:5]([N:12]2[CH2:17][CH2:16][N:15]([CH2:18][CH2:19][S:20]([CH3:23])(=[O:22])=[O:21])[CH2:14][CH2:13]2)[CH:6]=[CH:7][C:8]=1[N+:9]([O-])=O. Product: [CH3:1][O:2][C:3]1[CH:4]=[C:5]([N:12]2[CH2:17][CH2:16][N:15]([CH2:18][CH2:19][S:20]([CH3:23])(=[O:21])=[O:22])[CH2:14][CH2:13]2)[CH:6]=[CH:7][C:8]=1[NH2:9]. The catalyst class is: 513.